This data is from Reaction yield outcomes from USPTO patents with 853,638 reactions. The task is: Predict the reaction yield, written as a fraction of the theoretical maximum amount of product (1.0 means a 100% yield; for example, 0.34 means a 34% yield). (1) The reactants are [H-].[Na+].[O:3]=[C:4]([CH2:12][C:13]1[CH:18]=[CH:17][CH:16]=[CH:15][CH:14]=1)[CH2:5]P(=O)(OC)OC.[CH3:19][O:20][C:21](=[O:37])[CH2:22][O:23][CH2:24]/[CH:25]=[CH:26]\[CH2:27][N:28]1[C:33](=[O:34])[CH2:32][CH2:31][CH2:30][C@@H:29]1[CH:35]=O. The catalyst is C1COCC1. The product is [CH3:19][O:20][C:21](=[O:37])[CH2:22][O:23][CH2:24]/[CH:25]=[CH:26]\[CH2:27][N:28]1[C@@H:29](/[CH:35]=[CH:5]/[C:4](=[O:3])[CH2:12][C:13]2[CH:14]=[CH:15][CH:16]=[CH:17][CH:18]=2)[CH2:30][CH2:31][CH2:32][C:33]1=[O:34]. The yield is 0.420. (2) The reactants are [CH3:1][O:2][C:3]1[CH:12]=[C:7]([C:8](OC)=[O:9])[C:6]([NH2:13])=[CH:5][C:4]=1[O:14][CH2:15][CH2:16][CH2:17][N:18]1[CH2:23][CH2:22][CH2:21][CH2:20][CH2:19]1.[CH:24]([O-])([O-])OC.C([O-])(=O)C.[NH4+:33]. The catalyst is CO. The product is [CH3:1][O:2][C:3]1[CH:12]=[C:7]2[C:6](=[CH:5][C:4]=1[O:14][CH2:15][CH2:16][CH2:17][N:18]1[CH2:23][CH2:22][CH2:21][CH2:20][CH2:19]1)[N:13]=[CH:24][NH:33][C:8]2=[O:9]. The yield is 0.900. (3) The reactants are [Cl:1][C:2]1[CH:10]=[C:9]2[C:5]([C:6]([CH:11]=[O:12])=[CH:7][NH:8]2)=[CH:4][C:3]=1[C:13]1[CH:18]=[CH:17][C:16]([C:19]2([OH:23])[CH2:22][CH2:21][CH2:20]2)=[CH:15][C:14]=1[F:24].Cl([O-])=[O:26].[Na+].O.OP([O-])(O)=O.[Na+].CC(=CC)C. The catalyst is C(#N)C.C(O)(C)(C)C.O. The product is [Cl:1][C:2]1[CH:10]=[C:9]2[C:5]([C:6]([C:11]([OH:26])=[O:12])=[CH:7][NH:8]2)=[CH:4][C:3]=1[C:13]1[CH:18]=[CH:17][C:16]([C:19]2([OH:23])[CH2:22][CH2:21][CH2:20]2)=[CH:15][C:14]=1[F:24]. The yield is 0.200.